Dataset: Full USPTO retrosynthesis dataset with 1.9M reactions from patents (1976-2016). Task: Predict the reactants needed to synthesize the given product. (1) Given the product [C:24]([O:28][C:29]([N:31]1[CH2:36][CH2:35][CH:34]([O:1][C:2]2[CH:3]=[CH:4][C:5]3[C:17](=[O:18])[C:16]4[C:15]5[C:10](=[CH:11][C:12]([C:19]#[N:20])=[CH:13][CH:14]=5)[NH:9][C:8]=4[C:7]([CH3:21])([CH3:22])[C:6]=3[CH:23]=2)[CH2:33][CH2:32]1)=[O:30])([CH3:27])([CH3:25])[CH3:26], predict the reactants needed to synthesize it. The reactants are: [OH:1][C:2]1[CH:3]=[CH:4][C:5]2[C:17](=[O:18])[C:16]3[C:15]4[C:10](=[CH:11][C:12]([C:19]#[N:20])=[CH:13][CH:14]=4)[NH:9][C:8]=3[C:7]([CH3:22])([CH3:21])[C:6]=2[CH:23]=1.[C:24]([O:28][C:29]([N:31]1[CH2:36][CH2:35][CH:34](O)[CH2:33][CH2:32]1)=[O:30])([CH3:27])([CH3:26])[CH3:25].C1(P(C2C=CC=CC=2)C2C=CC=CC=2)C=CC=CC=1.O. (2) Given the product [CH3:10][N:9]([CH3:11])[CH2:8][CH2:7][C:6]1[S:5][C:4]2[CH:12]=[CH:13][CH:14]=[CH:15][C:3]=2[C:2]=1[CH:36]([C:35]1[C:30]([F:29])=[N:31][CH:32]=[CH:33][CH:34]=1)[OH:37], predict the reactants needed to synthesize it. The reactants are: Br[C:2]1[C:3]2[CH:15]=[CH:14][CH:13]=[CH:12][C:4]=2[S:5][C:6]=1[CH2:7][CH2:8][N:9]([CH3:11])[CH3:10].CN(CCN(C)C)C.[Li]CCCC.[F:29][C:30]1[C:35]([CH:36]=[O:37])=[CH:34][CH:33]=[CH:32][N:31]=1. (3) Given the product [F:37][C:2]1([F:1])[O:6][C:5]2[CH:7]=[CH:8][C:9]([C:11]3([C:14]([NH:16][C:17]4[CH:18]=[CH:19][C:20]([CH3:36])=[C:21]([C:23]5[C:24](=[O:35])[N:25]([CH2:30][CH2:31][OH:32])[CH:26]=[C:27]([CH3:29])[CH:28]=5)[N:22]=4)=[O:15])[CH2:12][CH2:13]3)=[CH:10][C:4]=2[O:3]1, predict the reactants needed to synthesize it. The reactants are: [F:1][C:2]1([F:37])[O:6][C:5]2[CH:7]=[CH:8][C:9]([C:11]3([C:14]([NH:16][C:17]4[N:22]=[C:21]([C:23]5[C:24](=[O:35])[N:25]([CH2:30][C:31](OC)=[O:32])[CH:26]=[C:27]([CH3:29])[CH:28]=5)[C:20]([CH3:36])=[CH:19][CH:18]=4)=[O:15])[CH2:13][CH2:12]3)=[CH:10][C:4]=2[O:3]1.[BH4-].[Na+]. (4) Given the product [Br:9][C:10]1[CH:11]=[C:12]([C:16]2[S:23][C:22]([SH:24])=[CH:19][C:18](=[O:20])[CH:17]=2)[CH:13]=[CH:14][CH:15]=1, predict the reactants needed to synthesize it. The reactants are: [Li+].CC([N-]C(C)C)C.[Br:9][C:10]1[CH:11]=[C:12]([C:16](=O)[CH2:17][C:18](=[O:20])[CH3:19])[CH:13]=[CH:14][CH:15]=1.[C:22](=[S:24])=[S:23].O. (5) Given the product [CH3:38][C:39]1[CH:44]=[C:43]([C:2]2[C:14]3[C:5](=[CH:6][C:7]4[NH:8][C:9](=[O:23])[N:10]([CH:15]([C:17]5[CH:22]=[CH:21][CH:20]=[CH:19][CH:18]=5)[CH3:16])[CH2:11][C:12]=4[N:13]=3)[N:4]([CH2:24][O:25][CH2:26][CH2:27][Si:28]([CH3:31])([CH3:30])[CH3:29])[N:3]=2)[CH:42]=[CH:41][N:40]=1, predict the reactants needed to synthesize it. The reactants are: I[C:2]1[C:14]2[C:5](=[CH:6][C:7]3[NH:8][C:9](=[O:23])[N:10]([CH:15]([C:17]4[CH:22]=[CH:21][CH:20]=[CH:19][CH:18]=4)[CH3:16])[CH2:11][C:12]=3[N:13]=2)[N:4]([CH2:24][O:25][CH2:26][CH2:27][Si:28]([CH3:31])([CH3:30])[CH3:29])[N:3]=1.C(=O)([O-])[O-].[K+].[K+].[CH3:38][C:39]1[CH:44]=[C:43](B(O)O)[CH:42]=[CH:41][N:40]=1.